This data is from Forward reaction prediction with 1.9M reactions from USPTO patents (1976-2016). The task is: Predict the product of the given reaction. (1) Given the reactants [O:1]=[C:2]1[NH:6][C:5](=[O:7])[CH:4]([CH:8]=[C:9]2[CH:21]=[CH:20][C:12]([O:13][CH2:14][C:15]([O:17][CH2:18][CH3:19])=[O:16])=[CH:11][CH2:10]2)[S:3]1.[H][H], predict the reaction product. The product is: [CH2:18]([O:17][C:15](=[O:16])[CH2:14][O:13][C:12]1[CH:11]=[CH:10][C:9]([CH2:8][CH:4]2[S:3][C:2](=[O:1])[NH:6][C:5]2=[O:7])=[CH:21][CH:20]=1)[CH3:19]. (2) The product is: [C:38]([C:37]1[C:36]2[N:35]=[C:18]([C:16]3[S:17][C:13]([CH:9]4[CH2:10][CH2:11][CH2:12][N:8]4[C:6]([O:5][C:1]([CH3:2])([CH3:3])[CH3:4])=[O:7])=[CH:14][CH:15]=3)[NH:45][C:44]=2[CH:43]=[CH:42][CH:41]=1)(=[O:39])[NH2:40]. Given the reactants [C:1]([O:5][C:6]([N:8]1[CH2:12][CH2:11][CH2:10][CH:9]1[C:13]1[S:17][C:16]([C:18](O)=O)=[CH:15][CH:14]=1)=[O:7])([CH3:4])([CH3:3])[CH3:2].C1N=CN(C(N2C=NC=C2)=O)C=1.Cl.Cl.[NH2:35][C:36]1[C:44]([NH2:45])=[CH:43][CH:42]=[CH:41][C:37]=1[C:38]([NH2:40])=[O:39], predict the reaction product.